From a dataset of Full USPTO retrosynthesis dataset with 1.9M reactions from patents (1976-2016). Predict the reactants needed to synthesize the given product. (1) Given the product [CH3:23][S:24]([O:15][CH2:14][C:10]1([CH2:9][O:8][CH2:1][C:2]2[CH:7]=[CH:6][CH:5]=[CH:4][CH:3]=2)[CH2:11][CH2:12][CH2:13]1)(=[O:26])=[O:25], predict the reactants needed to synthesize it. The reactants are: [CH2:1]([O:8][CH2:9][C:10]1([CH2:14][OH:15])[CH2:13][CH2:12][CH2:11]1)[C:2]1[CH:7]=[CH:6][CH:5]=[CH:4][CH:3]=1.C(N(CC)CC)C.[CH3:23][S:24](Cl)(=[O:26])=[O:25].[Cl-].[Na+]. (2) Given the product [CH3:6][N:4]([CH3:5])/[CH:3]=[C:11](/[C:10]([C@H:16]1[CH2:20][CH2:19][CH2:18][O:17]1)=[O:9])\[C:12]([O:14][CH3:15])=[O:13], predict the reactants needed to synthesize it. The reactants are: CO[CH:3](OC)[N:4]([CH3:6])[CH3:5].[O:9]=[C:10]([C@H:16]1[CH2:20][CH2:19][CH2:18][O:17]1)[CH2:11][C:12]([O:14][CH3:15])=[O:13].